Dataset: Full USPTO retrosynthesis dataset with 1.9M reactions from patents (1976-2016). Task: Predict the reactants needed to synthesize the given product. Given the product [CH3:9][C:4]1[CH:3]=[C:2]([B:10]2[O:14][C:13]([CH3:16])([CH3:15])[C:12]([CH3:18])([CH3:17])[O:11]2)[CH:7]=[CH:6][C:5]=1[OH:8], predict the reactants needed to synthesize it. The reactants are: Br[C:2]1[CH:7]=[CH:6][C:5]([OH:8])=[C:4]([CH3:9])[CH:3]=1.[B:10]1([B:10]2[O:14][C:13]([CH3:16])([CH3:15])[C:12]([CH3:18])([CH3:17])[O:11]2)[O:14][C:13]([CH3:16])([CH3:15])[C:12]([CH3:18])([CH3:17])[O:11]1.C([O-])(=O)C.[K+].N#N.